This data is from Full USPTO retrosynthesis dataset with 1.9M reactions from patents (1976-2016). The task is: Predict the reactants needed to synthesize the given product. (1) The reactants are: Cl[C:2]1[N:7]=[C:6]([O:8][C@@H:9]([C@H:11]2[CH2:15][NH:14][C:13](=[O:16])[CH2:12]2)[CH3:10])[C:5]2[N:17]([CH3:20])[CH:18]=[N:19][C:4]=2[CH:3]=1.CC1(C)C(C)(C)OB([C:29]2[CH:30]=[CH:31][C:32]3[S:36][CH:35]=[N:34][C:33]=3[CH:37]=2)O1. Given the product [S:36]1[C:32]2[CH:31]=[CH:30][C:29]([C:2]3[N:7]=[C:6]([O:8][C@@H:9]([C@H:11]4[CH2:15][NH:14][C:13](=[O:16])[CH2:12]4)[CH3:10])[C:5]4[N:17]([CH3:20])[CH:18]=[N:19][C:4]=4[CH:3]=3)=[CH:37][C:33]=2[N:34]=[CH:35]1, predict the reactants needed to synthesize it. (2) Given the product [F:1][C@H:2]1[CH2:19][C@@:17]2([CH3:18])[C@@H:13]([CH2:14][CH2:15][C@@H:16]2[O:20][C:23](=[O:30])[CH2:24][CH2:25][CH2:26][CH2:27][CH2:28][CH3:29])[C@H:12]2[C@H:3]1[C@@H:4]1[C:9]([CH2:10][C@H:11]2[CH3:21])=[CH:8][C:7](=[O:22])[CH2:6][CH2:5]1, predict the reactants needed to synthesize it. The reactants are: [F:1][C@H:2]1[CH2:19][C@@:17]2([CH3:18])[C@@H:13]([CH2:14][CH2:15][C@@H:16]2[OH:20])[C@H:12]2[C@H:3]1[C@@H:4]1[C:9]([CH2:10][C@H:11]2[CH3:21])=[CH:8][C:7](=[O:22])[CH2:6][CH2:5]1.[C:23](Cl)(=[O:30])[CH2:24][CH2:25][CH2:26][CH2:27][CH2:28][CH3:29].C(=O)(O)[O-].[Na+]. (3) Given the product [NH2:1][C:2]1[C:3]2[C:10]([C:27]3[CH:28]=[C:29]([O:32][CH2:33][C@@H:34]4[CH2:38][CH2:37][CH2:36][O:35]4)[CH:30]=[CH:31][C:26]=3[F:25])=[CH:9][N:8]([C@@H:12]3[CH2:15][C@H:14]([N:16]4[CH2:21][CH2:20][N:19]([C:22](=[O:24])[CH3:23])[CH2:18][CH2:17]4)[CH2:13]3)[C:4]=2[N:5]=[CH:6][N:7]=1, predict the reactants needed to synthesize it. The reactants are: [NH2:1][C:2]1[C:3]2[C:10](I)=[CH:9][N:8]([C@@H:12]3[CH2:15][C@H:14]([N:16]4[CH2:21][CH2:20][N:19]([C:22](=[O:24])[CH3:23])[CH2:18][CH2:17]4)[CH2:13]3)[C:4]=2[N:5]=[CH:6][N:7]=1.[F:25][C:26]1[CH:31]=[CH:30][C:29]([O:32][CH2:33][C@@H:34]2[CH2:38][CH2:37][CH2:36][O:35]2)=[CH:28][C:27]=1B1OC(C)(C)C(C)(C)O1.P([O-])([O-])([O-])=O.[K+].[K+].[K+].C(=O)([O-])[O-].[Na+].[Na+]. (4) Given the product [CH:7]1([O:13][C:14]2[CH:15]=[C:16]([N:24]([CH2:32][CH:33]3[CH2:38][CH2:37][O:36][CH2:35][CH2:34]3)[C:25](=[O:31])[O:26][C:27]([CH3:30])([CH3:29])[CH3:28])[C:17]3[N:18]([C:20]([C:48]4[CH:47]=[CH:46][C:45]([C:43](=[O:44])[NH:42][CH:39]5[CH2:41][CH2:40]5)=[CH:50][CH:49]=4)=[CH:21][N:22]=3)[N:19]=2)[CH2:12][CH2:11][CH2:10][CH2:9][CH2:8]1, predict the reactants needed to synthesize it. The reactants are: CN(C=O)C.O.[CH:7]1([O:13][C:14]2[CH:15]=[C:16]([N:24]([CH2:32][CH:33]3[CH2:38][CH2:37][O:36][CH2:35][CH2:34]3)[C:25](=[O:31])[O:26][C:27]([CH3:30])([CH3:29])[CH3:28])[C:17]3[N:18]([C:20](I)=[CH:21][N:22]=3)[N:19]=2)[CH2:12][CH2:11][CH2:10][CH2:9][CH2:8]1.[CH:39]1([NH:42][C:43]([C:45]2[CH:50]=[CH:49][C:48](B3OC(C)(C)C(C)(C)O3)=[CH:47][CH:46]=2)=[O:44])[CH2:41][CH2:40]1.C(=O)([O-])[O-].[K+].[K+]. (5) Given the product [C:1]([O:5][C:6](=[O:38])[NH:7][C:8]1([C:12]2[CH:13]=[CH:14][C:15]([C:18]3[C:19](=[O:37])[C:20]4[CH:28]=[CH:27][C:26]5[C:22](=[CH:23][N:24]([CH3:41])[N:25]=5)[C:21]=4[O:29][C:30]=3[C:31]3[CH:32]=[CH:33][CH:34]=[CH:35][CH:36]=3)=[CH:16][CH:17]=2)[CH2:11][CH2:10][CH2:9]1)([CH3:4])([CH3:2])[CH3:3], predict the reactants needed to synthesize it. The reactants are: [C:1]([O:5][C:6](=[O:38])[NH:7][C:8]1([C:12]2[CH:17]=[CH:16][C:15]([C:18]3[C:19](=[O:37])[C:20]4[C:21]([O:29][C:30]=3[C:31]3[CH:36]=[CH:35][CH:34]=[CH:33][CH:32]=3)=[C:22]3[C:26](=[CH:27][CH:28]=4)[NH:25][N:24]=[CH:23]3)=[CH:14][CH:13]=2)[CH2:11][CH2:10][CH2:9]1)([CH3:4])([CH3:3])[CH3:2].[H-].[Na+].[CH3:41]I. (6) Given the product [F:32][C:11]1[CH:10]=[C:9]([O:8][C:6]2[CH:5]=[CH:4][N:3]=[C:2]([NH:1][C:36]([N:35]3[CH2:33][CH:39]([CH2:41][OH:42])[CH2:38]3)=[O:52])[CH:7]=2)[C:14]([F:15])=[CH:13][C:12]=1[NH:16][C:17]([C:19]1([C:22]([NH:24][C:25]2[CH:26]=[CH:27][C:28]([F:31])=[CH:29][CH:30]=2)=[O:23])[CH2:21][CH2:20]1)=[O:18], predict the reactants needed to synthesize it. The reactants are: [NH2:1][C:2]1[CH:7]=[C:6]([O:8][C:9]2[C:14]([F:15])=[CH:13][C:12]([NH:16][C:17]([C:19]3([C:22]([NH:24][C:25]4[CH:30]=[CH:29][C:28]([F:31])=[CH:27][CH:26]=4)=[O:23])[CH2:21][CH2:20]3)=[O:18])=[C:11]([F:32])[CH:10]=2)[CH:5]=[CH:4][N:3]=1.[CH2:33]([N:35]([CH2:38][CH3:39])[CH2:36]C)C.Cl[C:41](OC1C=CC=CC=1)=[O:42].C(OCC)(=[O:52])C. (7) Given the product [F:1][C:2]([F:15])([F:16])[C:3]1[CH:4]=[CH:5][C:6](/[CH:9]=[CH:10]/[CH:11]=[CH:12]/[CH:13]=[O:14])=[CH:7][CH:8]=1, predict the reactants needed to synthesize it. The reactants are: [F:1][C:2]([F:16])([F:15])[C:3]1[CH:8]=[CH:7][C:6](/[CH:9]=[CH:10]/[CH:11]=[CH:12]/[CH2:13][OH:14])=[CH:5][CH:4]=1. (8) Given the product [O:25]=[C:17]1[NH:16][C:24]2[C:19](/[C:18]/1=[CH:1]\[C:3]1[CH:8]=[CH:7][CH:6]=[CH:5][C:4]=1[CH2:9][CH2:10][C:11]([O:13][CH2:14][CH3:15])=[O:12])=[CH:20][CH:21]=[CH:22][CH:23]=2, predict the reactants needed to synthesize it. The reactants are: [CH:1]([C:3]1[CH:8]=[CH:7][CH:6]=[CH:5][C:4]=1[CH:9]=[CH:10][C:11]([O:13][CH2:14][CH3:15])=[O:12])=O.[NH:16]1[C:24]2[C:19](=[CH:20][CH:21]=[CH:22][CH:23]=2)[CH2:18][C:17]1=[O:25].N1CCCCC1.